From a dataset of Forward reaction prediction with 1.9M reactions from USPTO patents (1976-2016). Predict the product of the given reaction. (1) Given the reactants [CH3:1][O:2][CH:3]([C:7]1[CH:16]=[CH:15][CH:14]=[C:13]2[C:8]=1[CH:9]=[CH:10][CH:11]=[N:12]2)[C:4]([OH:6])=O.CN1CCOCC1.ClC(OCC(C)C)=O.Cl.[CH3:33][NH:34][O:35][CH3:36], predict the reaction product. The product is: [CH3:36][O:35][N:34]([CH3:33])[C:4](=[O:6])[CH:3]([O:2][CH3:1])[C:7]1[CH:16]=[CH:15][CH:14]=[C:13]2[C:8]=1[CH:9]=[CH:10][CH:11]=[N:12]2. (2) Given the reactants [C:1]([OH:12])(=O)/[CH:2]=[CH:3]/[CH2:4][CH2:5][CH2:6][CH2:7][CH2:8][CH2:9][CH3:10].[CH3:13][NH:14][CH2:15][CH2:16][N:17]([CH3:19])[CH3:18], predict the reaction product. The product is: [CH3:18][N:17]([CH3:19])[CH2:16][CH2:15][N:14]([CH3:13])[C:1](=[O:12])/[CH:2]=[CH:3]/[CH2:4][CH2:5][CH2:6][CH2:7][CH2:8][CH2:9][CH3:10]. (3) Given the reactants [NH2:1][CH:2]([C:11]1[C:16]([O:17][CH3:18])=[CH:15][CH:14]=[CH:13][C:12]=1[O:19][CH3:20])[CH2:3][CH:4]([CH3:10])[C:5]([O:7]CC)=O.[F:21][CH:22]([F:34])[O:23][C:24]1[CH:31]=[CH:30][C:27]([CH:28]=O)=[CH:26][C:25]=1[O:32][CH3:33], predict the reaction product. The product is: [F:21][CH:22]([F:34])[O:23][C:24]1[CH:31]=[CH:30][C:27]([CH2:28][N:1]2[CH:2]([C:11]3[C:12]([O:19][CH3:20])=[CH:13][CH:14]=[CH:15][C:16]=3[O:17][CH3:18])[CH2:3][CH:4]([CH3:10])[C:5]2=[O:7])=[CH:26][C:25]=1[O:32][CH3:33]. (4) Given the reactants [N:1]([C@:4]12[C:12](=[O:13])[O:11][C@H:10]([CH3:14])[C@H:9]1[C@@H:8](/[CH:15]=[CH:16]/[C:17]1[CH:22]=[CH:21][C:20]([Br:23])=[CH:19][N:18]=1)[C@H:7]([CH3:24])[C:6]([F:26])([F:25])[CH2:5]2)=[N+]=[N-].P(C)(C)C.O, predict the reaction product. The product is: [NH2:1][C@:4]12[C:12](=[O:13])[O:11][C@H:10]([CH3:14])[C@H:9]1[C@@H:8](/[CH:15]=[CH:16]/[C:17]1[CH:22]=[CH:21][C:20]([Br:23])=[CH:19][N:18]=1)[C@H:7]([CH3:24])[C:6]([F:26])([F:25])[CH2:5]2. (5) Given the reactants Br[C:2]1[CH:7]=[CH:6][C:5]([S:8]([NH2:11])(=[O:10])=[O:9])=[CH:4][CH:3]=1.[C:12]1(B(O)O)[CH:17]=[CH:16][CH:15]=[CH:14][CH:13]=1, predict the reaction product. The product is: [C:12]1([C:2]2[CH:7]=[CH:6][C:5]([S:8]([NH2:11])(=[O:10])=[O:9])=[CH:4][CH:3]=2)[CH:17]=[CH:16][CH:15]=[CH:14][CH:13]=1. (6) Given the reactants [C:1](OC(=O)C)(=O)C.[CH:8]1([C:11]([NH:13][CH:14]([CH2:18][C:19]([O:21][CH2:22][CH3:23])=[O:20])[C:15]([OH:17])=O)=[O:12])[CH2:10][CH2:9]1, predict the reaction product. The product is: [CH:8]1([C:11]([NH:13][CH:14]([C:15](=[O:17])[CH3:1])[CH2:18][C:19]([O:21][CH2:22][CH3:23])=[O:20])=[O:12])[CH2:9][CH2:10]1. (7) Given the reactants [Si:1]([O:8]/[C:9](=[CH:14]\[CH2:15][CH2:16][CH2:17][CH2:18][CH2:19][O:20][C:21]1[CH:26]=[CH:25][C:24]([C:27]2[CH:32]=[CH:31][C:30]([C:33]#[N:34])=[CH:29][CH:28]=2)=[CH:23][CH:22]=1)/[C:10]([O:12][CH3:13])=[O:11])([C:4]([CH3:7])([CH3:6])[CH3:5])([CH3:3])[CH3:2].C1C=C(Cl)C=C(C(OO)=[O:43])C=1.[F-].[K+], predict the reaction product. The product is: [Si:1]([O:8][C:9]1([C:10]([O:12][CH3:13])=[O:11])[CH:14]([CH2:15][CH2:16][CH2:17][CH2:18][CH2:19][O:20][C:21]2[CH:26]=[CH:25][C:24]([C:27]3[CH:28]=[CH:29][C:30]([C:33]#[N:34])=[CH:31][CH:32]=3)=[CH:23][CH:22]=2)[O:43]1)([C:4]([CH3:7])([CH3:6])[CH3:5])([CH3:3])[CH3:2].